Dataset: TCR-epitope binding with 47,182 pairs between 192 epitopes and 23,139 TCRs. Task: Binary Classification. Given a T-cell receptor sequence (or CDR3 region) and an epitope sequence, predict whether binding occurs between them. (1) The epitope is RILGAGCFV. The TCR CDR3 sequence is RASSLGPTSGRARFEETQYF. Result: 0 (the TCR does not bind to the epitope). (2) The epitope is KLSYGIATV. The TCR CDR3 sequence is CATSDGTGEVREQYF. Result: 0 (the TCR does not bind to the epitope). (3) The epitope is HTTDPSFLGRY. The TCR CDR3 sequence is CASSLTPTGTTGELFF. Result: 1 (the TCR binds to the epitope). (4) The epitope is ILGLPTQTV. The TCR CDR3 sequence is CASSQEPGGTSGIDEQFF. Result: 1 (the TCR binds to the epitope). (5) The epitope is RIFTIGTVTLK. The TCR CDR3 sequence is CASSLLGAYTGELFF. Result: 0 (the TCR does not bind to the epitope). (6) The epitope is TEKSNIIRGW. The TCR CDR3 sequence is CASSSTGGGEKDQPQHF. Result: 0 (the TCR does not bind to the epitope).